Predict the reactants needed to synthesize the given product. From a dataset of Full USPTO retrosynthesis dataset with 1.9M reactions from patents (1976-2016). (1) Given the product [Cl:1][C:2]1[CH:7]=[CH:6][C:5]([O:8][C:10]2[C:19]3[C:14](=[C:15]([O:22][CH3:23])[C:16]([O:20][CH3:21])=[CH:17][CH:18]=3)[CH:13]=[C:12]([NH:24][C:25]3[CH:29]=[C:28]([CH3:30])[NH:27][N:26]=3)[N:11]=2)=[CH:4][CH:3]=1, predict the reactants needed to synthesize it. The reactants are: [Cl:1][C:2]1[CH:7]=[CH:6][C:5]([OH:8])=[CH:4][CH:3]=1.Cl[C:10]1[C:19]2[C:14](=[C:15]([O:22][CH3:23])[C:16]([O:20][CH3:21])=[CH:17][CH:18]=2)[CH:13]=[C:12]([NH:24][C:25]2[CH:29]=[C:28]([CH3:30])[NH:27][N:26]=2)[N:11]=1. (2) Given the product [CH3:28][O:1][CH2:2][C:3]1([C:7]([N:9]2[CH2:15][C:14]3[CH:16]=[CH:17][C:18]([C:20]([O:22][CH3:23])=[O:21])=[CH:19][C:13]=3[O:12][CH2:11][C@@H:10]2[CH3:24])=[O:8])[CH2:6][CH2:5][CH2:4]1, predict the reactants needed to synthesize it. The reactants are: [OH:1][CH2:2][C:3]1([C:7]([N:9]2[CH2:15][C:14]3[CH:16]=[CH:17][C:18]([C:20]([O:22][CH3:23])=[O:21])=[CH:19][C:13]=3[O:12][CH2:11][C@@H:10]2[CH3:24])=[O:8])[CH2:6][CH2:5][CH2:4]1.[H-].[Na+].I[CH3:28]. (3) Given the product [CH2:18]([N:11]1[C:12](=[O:13])[C:14]2[NH:17][C:21]([CH2:22][OH:23])=[N:16][C:15]=2[N:8]([CH2:1][C:2]2[CH:3]=[CH:4][CH:5]=[CH:6][CH:7]=2)[C:9]1=[O:10])[CH2:19][CH3:20], predict the reactants needed to synthesize it. The reactants are: [CH2:1]([N:8]1[C:15]([NH2:16])=[C:14]([NH2:17])[C:12](=[O:13])[N:11]([CH2:18][CH2:19][CH3:20])[C:9]1=[O:10])[C:2]1[CH:7]=[CH:6][CH:5]=[CH:4][CH:3]=1.[C:21](O)(=O)[CH2:22][OH:23]. (4) Given the product [C:13]([NH:1][C:2]1[CH:3]=[C:4]([CH:8]=[CH:9][CH:10]=1)[C:5]([OH:7])=[O:6])(=[O:20])[C:14]1[CH:19]=[CH:18][CH:17]=[CH:16][CH:15]=1, predict the reactants needed to synthesize it. The reactants are: [NH2:1][C:2]1[CH:3]=[C:4]([CH:8]=[CH:9][CH:10]=1)[C:5]([OH:7])=[O:6].[OH-].[Na+].[C:13](Cl)(=[O:20])[C:14]1[CH:19]=[CH:18][CH:17]=[CH:16][CH:15]=1.Cl. (5) Given the product [Cl:7][C:8]1[C:9]2[CH:25]=[C:24]([OH:26])[C:23]([OH:28])=[CH:22][C:10]=2[S:11][C:12]=1[C:13]([N:15]1[CH2:16][CH2:17][CH:18]([OH:21])[CH2:19][CH2:20]1)=[O:14], predict the reactants needed to synthesize it. The reactants are: [I-].[Na+].[Cl-].[Al+3].[Cl-].[Cl-].[Cl:7][C:8]1[C:9]2[CH:25]=[C:24]([O:26]C)[C:23]([O:28]C)=[CH:22][C:10]=2[S:11][C:12]=1[C:13]([N:15]1[CH2:20][CH2:19][CH:18]([OH:21])[CH2:17][CH2:16]1)=[O:14].Cl.[O-]S([O-])=O.[Na+].[Na+]. (6) Given the product [CH3:1][O:2][C:3](=[O:18])[C:4]1[C:5]([CH3:17])=[C:6]([C:20]#[N:21])[CH:7]=[C:8]([C:12]([CH3:15])([CH3:14])[CH3:13])[C:9]=1[O:10][CH3:11], predict the reactants needed to synthesize it. The reactants are: [CH3:1][O:2][C:3](=[O:18])[C:4]1[C:9]([O:10][CH3:11])=[C:8]([C:12]([CH3:15])([CH3:14])[CH3:13])[CH:7]=[C:6](Br)[C:5]=1[CH3:17].[Cu](C#N)[C:20]#[N:21]. (7) Given the product [C:1]([O:5][C:6](=[O:22])[NH:7][C@@H:8]([CH2:14][C:15]1[CH:20]=[CH:19][C:18]([O:21][CH2:29][C:30]2[CH:35]=[CH:34][CH:33]=[CH:32][CH:31]=2)=[CH:17][CH:16]=1)[C:9]([N:11]([CH3:12])[CH3:13])=[O:10])([CH3:4])([CH3:2])[CH3:3], predict the reactants needed to synthesize it. The reactants are: [C:1]([O:5][C:6](=[O:22])[NH:7][C@@H:8]([CH2:14][C:15]1[CH:20]=[CH:19][C:18]([OH:21])=[CH:17][CH:16]=1)[C:9]([N:11]([CH3:13])[CH3:12])=[O:10])([CH3:4])([CH3:3])[CH3:2].C([O-])([O-])=O.[K+].[K+].[CH2:29](Br)[C:30]1[CH:35]=[CH:34][CH:33]=[CH:32][CH:31]=1.C([O-])(O)=O.[Na+].